From a dataset of Reaction yield outcomes from USPTO patents with 853,638 reactions. Predict the reaction yield, written as a fraction of the theoretical maximum amount of product (1.0 means a 100% yield; for example, 0.34 means a 34% yield). (1) The reactants are Cl[C:2]1[CH:7]=[C:6]([O:8][CH3:9])[N:5]=[CH:4][C:3]=1[C:10]1[N:11]([CH2:23][CH2:24][OH:25])[CH:12]=[C:13]([C:15]2[N:16]([CH:20]([CH3:22])[CH3:21])[N:17]=[CH:18][N:19]=2)[N:14]=1.[H-].[Na+]. The catalyst is CN(C=O)C. The product is [CH:20]([N:16]1[C:15]([C:13]2[N:14]=[C:10]3[N:11]([CH2:23][CH2:24][O:25][C:2]4[CH:7]=[C:6]([O:8][CH3:9])[N:5]=[CH:4][C:3]=43)[CH:12]=2)=[N:19][CH:18]=[N:17]1)([CH3:22])[CH3:21]. The yield is 0.790. (2) The reactants are COC1C=CC(C[O:8][C:9]2[CH:20]=[CH:19][CH:18]=[CH:17][C:10]=2[O:11][C:12]2([CH2:15][OH:16])[CH2:14][CH2:13]2)=CC=1.C([O-])=O.[NH4+]. The catalyst is [Pd].CO. The product is [OH:16][CH2:15][C:12]1([O:11][C:10]2[CH:17]=[CH:18][CH:19]=[CH:20][C:9]=2[OH:8])[CH2:14][CH2:13]1. The yield is 0.944.